Binary Classification. Given a drug SMILES string, predict its activity (active/inactive) in a high-throughput screening assay against a specified biological target. From a dataset of Cav3 T-type calcium channel HTS with 100,875 compounds. (1) The result is 0 (inactive). The compound is S(c1n(c(nn1)c1sccc1)c1ccccc1)CC(=O)NCc1cc2OCOc2cc1. (2) The drug is O(n1c2c([n+]([O-])cc1=O)cccc2)CC(OCC)=O. The result is 0 (inactive). (3) The compound is Clc1ccc(C(=O)Nc2cc3nc(n(c3cc2)C)CN2CCN(CC2)C(=O)C)cc1. The result is 0 (inactive). (4) The molecule is O(C(=O)C1CCCC1)C1(C(=O)C=2C(=CC1=O)C=C(OC2)CCCC)C. The result is 0 (inactive). (5) The compound is s1c(C(=O)NCc2ccc(OC)cc2)ccc1. The result is 0 (inactive). (6) The compound is S(=O)(=O)(N(CC)CC)c1ccc(NC(=O)CCC2CCCCC2)cc1. The result is 1 (active). (7) The molecule is S(=O)(=O)(N(CC)CC)c1ccc(N(Cc2ccc(cc2)C(F)(F)F)C)nc1. The result is 1 (active). (8) The molecule is O(c1nc(c(cc1C#N)C(OCC)=O)c1ccccc1)c1c(OC)cccc1. The result is 0 (inactive).